From a dataset of Forward reaction prediction with 1.9M reactions from USPTO patents (1976-2016). Predict the product of the given reaction. (1) Given the reactants [F:1][C:2]1[CH:8]=[CH:7][CH:6]=[CH:5][C:3]=1[NH2:4].O=[CH:10][C:11]1[CH:19]=[CH:18][C:15]([O:16][CH3:17])=[C:13]([OH:14])[CH:12]=1, predict the reaction product. The product is: [F:1][C:2]1[CH:8]=[CH:7][CH:6]=[CH:5][C:3]=1[NH:4][CH2:10][C:11]1[CH:19]=[CH:18][C:15]([O:16][CH3:17])=[C:13]([OH:14])[CH:12]=1. (2) Given the reactants [CH3:1][O:2][C:3]1[CH:17]=[CH:16][C:6](/[CH:7]=[C:8](\[CH2:12][C:13](O)=[O:14])/[C:9]([OH:11])=[O:10])=[CH:5][CH:4]=1.[CH3:18][N:19](C)[CH2:20]CCN=C=NCC.C1C=CC2N(O)N=NC=2C=1.Cl.CNC, predict the reaction product. The product is: [CH3:1][O:2][C:3]1[CH:17]=[CH:16][C:6](/[CH:7]=[C:8](\[CH2:12][C:13](=[O:14])[N:19]([CH3:20])[CH3:18])/[C:9]([OH:11])=[O:10])=[CH:5][CH:4]=1. (3) Given the reactants Cl[CH2:2][CH:3]1[CH2:7][N:6]([C:8]2[CH:13]=[CH:12][C:11]([O:14][CH2:15][CH2:16][CH2:17][N:18]3[CH2:22][CH2:21][CH2:20][CH:19]3[CH3:23])=[CH:10][CH:9]=2)[C:5](=[O:24])[CH2:4]1.C(=O)([O-])[O-].[K+].[K+].[CH:31]1([N:36]2[CH2:41][CH2:40][NH:39][CH2:38][CH2:37]2)[CH2:35][CH2:34][CH2:33][CH2:32]1.[I-].[Na+], predict the reaction product. The product is: [CH:31]1([N:36]2[CH2:37][CH2:38][N:39]([CH2:2][CH:3]3[CH2:7][N:6]([C:8]4[CH:13]=[CH:12][C:11]([O:14][CH2:15][CH2:16][CH2:17][N:18]5[CH2:22][CH2:21][CH2:20][CH:19]5[CH3:23])=[CH:10][CH:9]=4)[C:5](=[O:24])[CH2:4]3)[CH2:40][CH2:41]2)[CH2:32][CH2:33][CH2:34][CH2:35]1. (4) The product is: [CH3:1][C:2]1[CH:3]=[C:4]([C:8]2[N:9]=[C:10]3[CH:15]=[CH:14][CH:13]=[N:12][N:11]3[C:16]=2[C:17]2[CH:22]=[CH:21][N:20]=[C:19]([N:23]([C:36](=[O:37])[CH2:29][CH3:30])[C:31](=[O:34])[CH2:32][CH3:33])[CH:18]=2)[CH:5]=[CH:6][CH:7]=1. Given the reactants [CH3:1][C:2]1[CH:3]=[C:4]([C:8]2[N:9]=[C:10]3[CH:15]=[CH:14][CH:13]=[N:12][N:11]3[C:16]=2[C:17]2[CH:22]=[CH:21][N:20]=[C:19]([NH2:23])[CH:18]=2)[CH:5]=[CH:6][CH:7]=1.C(N([CH2:29][CH3:30])CC)C.[C:31](Cl)(=[O:34])[CH2:32][CH3:33].[C:36](=O)([O-])[OH:37].[Na+], predict the reaction product.